This data is from Full USPTO retrosynthesis dataset with 1.9M reactions from patents (1976-2016). The task is: Predict the reactants needed to synthesize the given product. Given the product [N:3]1[C:12]2[C:7](=[CH:8][CH:9]=[CH:10][CH:11]=2)[N:6]=[CH:5][C:4]=1[C:13]([OH:15])=[O:14], predict the reactants needed to synthesize it. The reactants are: [OH-].[Li+].[N:3]1[C:12]2[C:7](=[CH:8][CH:9]=[CH:10][CH:11]=2)[N:6]=[CH:5][C:4]=1[C:13]([O:15]CC)=[O:14].